This data is from Forward reaction prediction with 1.9M reactions from USPTO patents (1976-2016). The task is: Predict the product of the given reaction. (1) Given the reactants [CH3:1][N:2]([CH3:8])[C@H:3]1[CH2:7][CH2:6][NH:5][CH2:4]1.[C:9]([C:11]1[C:16]2[N:17]=[C:18]([C:20]([NH:22][CH3:23])=[O:21])[O:19][C:15]=2[C:14](F)=[C:13]([C:25]2[CH:30]=[CH:29][CH:28]=[CH:27][CH:26]=2)[C:12]=1[CH3:31])#[N:10].C(N(CC)CC)C, predict the reaction product. The product is: [C:9]([C:11]1[C:16]2[N:17]=[C:18]([C:20]([NH:22][CH3:23])=[O:21])[O:19][C:15]=2[C:14]([N:5]2[CH2:6][CH2:7][C@H:3]([N:2]([CH3:8])[CH3:1])[CH2:4]2)=[C:13]([C:25]2[CH:30]=[CH:29][CH:28]=[CH:27][CH:26]=2)[C:12]=1[CH3:31])#[N:10]. (2) Given the reactants [CH3:1][CH:2]([CH2:4][CH2:5][CH2:6][C@H:7]([CH2:9][CH2:10][CH2:11][C@H:12]([CH2:14][CH2:15][CH2:16]/[C:17](=[CH:19]/[CH2:20][OH:21])/[CH3:18])[CH3:13])[CH3:8])[CH3:3].[H][H], predict the reaction product. The product is: [CH2:20]([OH:21])[CH2:19][CH:17]([CH2:16][CH2:15][CH2:14][CH:12]([CH2:11][CH2:10][CH2:9][CH:7]([CH2:6][CH2:5][CH2:4][CH:2]([CH3:3])[CH3:1])[CH3:8])[CH3:13])[CH3:18]. (3) Given the reactants Br[C:2]1[C:6]([C:7]2[CH:12]=[CH:11][CH:10]=[CH:9][N:8]=2)=[N:5][N:4]2[CH2:13][CH2:14][CH2:15][C:3]=12.C1COCC1.[S:21]1[CH:25]=[CH:24][CH:23]=[C:22]1B(O)O.C(=O)([O-])[O-].[K+].[K+], predict the reaction product. The product is: [N:8]1[CH:9]=[CH:10][CH:11]=[CH:12][C:7]=1[C:6]1[C:2]([C:22]2[S:21][CH:25]=[CH:24][CH:23]=2)=[C:3]2[CH2:15][CH2:14][CH2:13][N:4]2[N:5]=1. (4) Given the reactants C(N(CC)C(C)C)(C)C.[CH3:10][O:11][CH2:12]Cl.Cl.[C:15]([N:18]1[C:22]2[CH:23]=[CH:24][C:25]([Cl:27])=[CH:26][C:21]=2[S:20][CH:19]1[C:28]1[CH:33]=[C:32]([O:34][CH3:35])[CH:31]=[CH:30][C:29]=1[O:36][CH2:37][CH2:38][CH2:39][N:40]([CH2:44][CH2:45][OH:46])[CH:41]([CH3:43])[CH3:42])(=[O:17])[CH3:16].C(=O)([O-])O.[Na+], predict the reaction product. The product is: [C:15]([N:18]1[C:22]2[CH:23]=[CH:24][C:25]([Cl:27])=[CH:26][C:21]=2[S:20][CH:19]1[C:28]1[CH:33]=[C:32]([O:34][CH3:35])[CH:31]=[CH:30][C:29]=1[O:36][CH2:37][CH2:38][CH2:39][N:40]([CH:41]([CH3:43])[CH3:42])[CH2:44][CH2:45][O:46][CH2:12][O:11][CH3:10])(=[O:17])[CH3:16]. (5) Given the reactants [Li+].[BH4-].CO.[Cl:5][C:6]1[CH:11]=[CH:10][C:9]([C:12]([N:19]2[C:27]3[C:22](=[C:23]([N:28]([CH2:33][O:34][CH2:35][CH2:36][Si:37]([CH3:40])([CH3:39])[CH3:38])[S:29]([CH3:32])(=[O:31])=[O:30])[CH:24]=[CH:25][CH:26]=3)[CH:21]=[N:20]2)([CH2:17][CH3:18])[C:13](OC)=[O:14])=[CH:8][CH:7]=1, predict the reaction product. The product is: [Cl:5][C:6]1[CH:11]=[CH:10][C:9]([C:12]([N:19]2[C:27]3[C:22](=[C:23]([N:28]([CH2:33][O:34][CH2:35][CH2:36][Si:37]([CH3:39])([CH3:38])[CH3:40])[S:29]([CH3:32])(=[O:30])=[O:31])[CH:24]=[CH:25][CH:26]=3)[CH:21]=[N:20]2)([CH2:17][CH3:18])[CH2:13][OH:14])=[CH:8][CH:7]=1.